Dataset: Full USPTO retrosynthesis dataset with 1.9M reactions from patents (1976-2016). Task: Predict the reactants needed to synthesize the given product. Given the product [CH:7]1[C:6]2[CH:5]([CH2:4][O:3][C:1]([NH:18][C@@H:19]([C:23]([O:25][C@H:37](/[CH:72]=[CH:73]/[CH2:74][CH2:75][S:76][C:77]([C:78]3[CH:83]=[CH:82][CH:81]=[CH:80][CH:79]=3)([C:84]3[CH:89]=[CH:88][CH:87]=[CH:86][CH:85]=3)[C:90]3[CH:91]=[CH:92][CH:93]=[CH:94][CH:95]=3)[CH2:38][C:39]([NH:41][CH2:42][C:43]3[CH:44]=[CH:45][CH:46]=[C:47]([CH2:49][N:50]([CH2:61][C:62]4[C:71]5[C:66](=[CH:67][CH:68]=[CH:69][CH:70]=5)[CH:65]=[CH:64][CH:63]=4)[CH2:51][C:52](=[O:53])[O:54][CH2:55][CH2:56][Si:57]([CH3:60])([CH3:58])[CH3:59])[N:48]=3)=[O:40])=[O:24])[CH:20]([CH3:21])[CH3:22])=[O:2])[C:17]3[C:12](=[CH:13][CH:14]=[CH:15][CH:16]=3)[C:11]=2[CH:10]=[CH:9][CH:8]=1, predict the reactants needed to synthesize it. The reactants are: [C:1]([NH:18][C@H:19]([C:23]([OH:25])=[O:24])[CH:20]([CH3:22])[CH3:21])([O:3][CH2:4][CH:5]1[C:17]2[C:12](=[CH:13][CH:14]=[CH:15][CH:16]=2)[C:11]2[C:6]1=[CH:7][CH:8]=[CH:9][CH:10]=2)=[O:2].CCN(C(C)C)C(C)C.[Cl-].O[C@H:37](/[CH:72]=[CH:73]/[CH2:74][CH2:75][S:76][C:77]([C:90]1[CH:95]=[CH:94][CH:93]=[CH:92][CH:91]=1)([C:84]1[CH:89]=[CH:88][CH:87]=[CH:86][CH:85]=1)[C:78]1[CH:83]=[CH:82][CH:81]=[CH:80][CH:79]=1)[CH2:38][C:39]([NH:41][CH2:42][C:43]1[N:48]=[C:47]([CH2:49][N:50]([CH2:61][C:62]2[C:71]3[C:66](=[CH:67][CH:68]=[CH:69][CH:70]=3)[CH:65]=[CH:64][CH:63]=2)[CH2:51][C:52]([O:54][CH2:55][CH2:56][Si:57]([CH3:60])([CH3:59])[CH3:58])=[O:53])[CH:46]=[CH:45][CH:44]=1)=[O:40].